Task: Predict the reaction yield, written as a fraction of the theoretical maximum amount of product (1.0 means a 100% yield; for example, 0.34 means a 34% yield).. Dataset: Reaction yield outcomes from USPTO patents with 853,638 reactions (1) The reactants are C([O:8][N:9]1[CH2:13][CH2:12][N:11]([CH2:14][CH2:15][CH2:16][CH:17]([O:20][CH3:21])[O:18][CH3:19])[C:10]1=[O:22])C1C=CC=CC=1.C([O-])=O.[NH4+]. The catalyst is CCO.[Pd]. The product is [CH3:21][O:20][CH:17]([O:18][CH3:19])[CH2:16][CH2:15][CH2:14][N:11]1[CH2:12][CH2:13][N:9]([OH:8])[C:10]1=[O:22]. The yield is 0.660. (2) The reactants are [H-].[Na+].[C:3]1([CH:9]2[CH2:13][CH2:12][CH2:11][C:10]2=[O:14])[CH:8]=[CH:7][CH:6]=[CH:5][CH:4]=1.[CH3:15]I. The catalyst is COCCOC. The product is [CH3:15][C:9]1([C:3]2[CH:8]=[CH:7][CH:6]=[CH:5][CH:4]=2)[CH2:13][CH2:12][CH2:11][C:10]1=[O:14]. The yield is 0.739. (3) The catalyst is CO.C(Cl)Cl.[Pd]. The product is [Br:25][C:5]1[CH:6]=[C:7]([CH2:10][CH2:11][N:12]2[CH2:17][CH2:16][O:15][CH2:14][CH2:13]2)[CH:8]=[CH:9][C:4]=1[NH2:1]. The yield is 0.580. The reactants are [N+:1]([C:4]1[CH:9]=[CH:8][C:7]([CH2:10][CH2:11][N:12]2[CH2:17][CH2:16][O:15][CH2:14][CH2:13]2)=[CH:6][CH:5]=1)([O-])=O.C1C(=O)N([Br:25])C(=O)C1. (4) The reactants are [Cl:1][C:2]1[C:7]([CH2:8]O)=[CH:6][C:5]([F:10])=[C:4]([Cl:11])[N:3]=1.P(Br)(Br)[Br:13].C(Cl)Cl.C([O-])(O)=O.[Na+]. The catalyst is C(Cl)(Cl)Cl. The product is [Br:13][CH2:8][C:7]1[C:2]([Cl:1])=[N:3][C:4]([Cl:11])=[C:5]([F:10])[CH:6]=1. The yield is 0.880. (5) The yield is 0.200. The catalyst is C(O)C.O.CN(C)C=O. The product is [Cl:18][C:5]1[CH:4]=[CH:3][C:2]([NH:1][C:19]([NH:32][N:31]=[C:33]([C:35]2[C:39]([OH:40])=[C:38]([C:41]3[CH:42]=[CH:43][C:44]([C:47]([F:50])([F:49])[F:48])=[CH:45][CH:46]=3)[N:37]([CH3:51])[N:36]=2)[CH3:34])=[S:20])=[CH:17][C:6]=1[C:7]([NH:9][CH2:10][CH2:11][C:12]([OH:14])=[O:13])=[O:8]. The reactants are [NH2:1][C:2]1[CH:3]=[CH:4][C:5]([Cl:18])=[C:6]([CH:17]=1)[C:7]([NH:9][CH2:10][CH2:11][C:12]([O:14]CC)=[O:13])=[O:8].[C:19](N1C=CN=C1)(N1C=CN=C1)=[S:20].[N:31](=[C:33]([C:35]1[C:39]([OH:40])=[C:38]([C:41]2[CH:46]=[CH:45][C:44]([C:47]([F:50])([F:49])[F:48])=[CH:43][CH:42]=2)[N:37]([CH3:51])[N:36]=1)[CH3:34])[NH2:32].[OH-].[Na+].